Dataset: Full USPTO retrosynthesis dataset with 1.9M reactions from patents (1976-2016). Task: Predict the reactants needed to synthesize the given product. (1) Given the product [CH2:36]([N:23]1[CH2:24][CH2:25][CH2:26][C@@H:21]([CH2:20][N:17]2[CH2:18][CH2:19][N:14]([C:12]([NH:11][C:6]3[CH:7]=[CH:8][C:9]([Cl:10])=[C:4]([Cl:3])[CH:5]=3)=[O:13])[CH2:15][CH2:16]2)[CH2:22]1)[C:37]1[CH:42]=[CH:41][CH:40]=[CH:39][CH:38]=1, predict the reactants needed to synthesize it. The reactants are: Cl.Cl.[Cl:3][C:4]1[CH:5]=[C:6]([NH:11][C:12]([N:14]2[CH2:19][CH2:18][N:17]([CH2:20][C@@H:21]3[CH2:26][CH2:25][CH2:24][NH:23][CH2:22]3)[CH2:16][CH2:15]2)=[O:13])[CH:7]=[CH:8][C:9]=1[Cl:10].C(N(CC)C(C)C)(C)C.[CH:36](=O)[C:37]1[CH:42]=[CH:41][CH:40]=[CH:39][CH:38]=1.C(O[BH-](OC(=O)C)OC(=O)C)(=O)C.[Na+]. (2) Given the product [Cl:1][C:2]1[CH:10]=[CH:9][CH:8]=[CH:7][C:3]=1[C:4]([NH:20][CH2:19][CH:18]([N:15]1[CH2:14][CH2:13][C:12]([F:31])([F:11])[CH2:17][CH2:16]1)[C:21]1[CH:26]=[N:25][C:24]([C:27]([F:28])([F:29])[F:30])=[N:23][CH:22]=1)=[O:6], predict the reactants needed to synthesize it. The reactants are: [Cl:1][C:2]1[CH:10]=[CH:9][CH:8]=[CH:7][C:3]=1[C:4]([OH:6])=O.[F:11][C:12]1([F:31])[CH2:17][CH2:16][N:15]([CH:18]([C:21]2[CH:22]=[N:23][C:24]([C:27]([F:30])([F:29])[F:28])=[N:25][CH:26]=2)[CH2:19][NH2:20])[CH2:14][CH2:13]1. (3) Given the product [C:38]([CH2:39][NH:44][C:5](=[O:7])[CH:4]([C:8]1[N:9]=[C:10]([C:13]2[CH:18]=[CH:17][CH:16]=[CH:15][CH:14]=2)[S:11][CH:12]=1)[CH2:3][CH:2]([CH3:1])[CH3:19])#[N:37], predict the reactants needed to synthesize it. The reactants are: [CH3:1][CH:2]([CH3:19])[CH2:3][CH:4]([C:8]1[N:9]=[C:10]([C:13]2[CH:18]=[CH:17][CH:16]=[CH:15][CH:14]=2)[S:11][CH:12]=1)[C:5]([OH:7])=O.C1CN([P+](O[N:37]2N=[N:44][C:39]3C=CC=C[C:38]2=3)(N2CCCC2)N2CCCC2)CC1.F[P-](F)(F)(F)(F)F.Cl.NCC#N.C(N(CC)CC)C. (4) Given the product [F:1][C:2]1[CH:3]=[CH:4][C:5]([O:12][CH:16]([CH2:15][CH:14]=[CH2:13])[CH3:17])=[C:6]([CH:11]=1)[C:7]([O:9][CH3:10])=[O:8], predict the reactants needed to synthesize it. The reactants are: [F:1][C:2]1[CH:3]=[CH:4][C:5]([OH:12])=[C:6]([CH:11]=1)[C:7]([O:9][CH3:10])=[O:8].[CH3:13][C@@H:14](O)[CH2:15][CH:16]=[CH2:17].C1(P(C2C=CC=CC=2)C2C=CC=CC=2)C=CC=CC=1.CC(OC(/N=N/C(OC(C)C)=O)=O)C. (5) Given the product [NH2:33][C:34]1[C:39]([NH:40][C:30](=[O:31])[CH2:29][CH2:28][C:4]2[CH:3]=[C:2]([CH3:1])[CH:7]=[C:6]([NH:8][C:9]([C:16]3[CH:17]=[CH:18][CH:19]=[CH:20][CH:21]=3)([C:10]3[CH:11]=[CH:12][CH:13]=[CH:14][CH:15]=3)[C:22]3[CH:23]=[CH:24][CH:25]=[CH:26][CH:27]=3)[N:5]=2)=[CH:38][C:37]([I:41])=[CH:36][N:35]=1, predict the reactants needed to synthesize it. The reactants are: [CH3:1][C:2]1[CH:7]=[C:6]([NH:8][C:9]([C:22]2[CH:27]=[CH:26][CH:25]=[CH:24][CH:23]=2)([C:16]2[CH:21]=[CH:20][CH:19]=[CH:18][CH:17]=2)[C:10]2[CH:15]=[CH:14][CH:13]=[CH:12][CH:11]=2)[N:5]=[C:4]([CH2:28][CH2:29][C:30](O)=[O:31])[CH:3]=1.[NH2:33][C:34]1[C:39]([NH2:40])=[CH:38][C:37]([I:41])=[CH:36][N:35]=1.C(N(C(C)C)CC)(C)C. (6) Given the product [CH3:1][N:2]1[C:6]([CH3:7])=[N:5][N:4]=[C:3]1[CH:8]1[C:17]2=[N:32][NH:33][C:19](=[O:21])[C:15]3[CH:14]=[CH:13][CH:12]=[C:11]([C:16]=32)[NH:10][CH:9]1[C:24]1[CH:25]=[CH:26][C:27]([F:30])=[CH:28][CH:29]=1, predict the reactants needed to synthesize it. The reactants are: [CH3:1][N:2]1[C:6]([CH3:7])=[N:5][N:4]=[C:3]1[CH:8]1[C:17](=O)[C:16]2[C:15]([C:19]([O:21]CC)=O)=[CH:14][CH:13]=[CH:12][C:11]=2[NH:10][CH:9]1[C:24]1[CH:29]=[CH:28][C:27]([F:30])=[CH:26][CH:25]=1.O.[NH2:32][NH2:33]. (7) Given the product [CH3:13][C:9]([C:6]1[C:7]2[O:8][C:28]([CH3:29])=[N:1][C:2]=2[CH:3]=[C:4]([C:14]2[N:19]=[CH:18][C:17]([CH:20]=[C:21]3[S:25][C:24](=[O:26])[NH:23][C:22]3=[O:27])=[CH:16][CH:15]=2)[CH:5]=1)([CH3:12])[CH2:10][CH3:11], predict the reactants needed to synthesize it. The reactants are: [NH2:1][C:2]1[CH:3]=[C:4]([C:14]2[N:19]=[CH:18][C:17]([CH:20]=[C:21]3[S:25][C:24](=[O:26])[NH:23][C:22]3=[O:27])=[CH:16][CH:15]=2)[CH:5]=[C:6]([C:9]([CH3:13])([CH3:12])[CH2:10][CH3:11])[C:7]=1[OH:8].[C:28](OCC)(OCC)(OCC)[CH3:29].